This data is from Peptide-MHC class I binding affinity with 185,985 pairs from IEDB/IMGT. The task is: Regression. Given a peptide amino acid sequence and an MHC pseudo amino acid sequence, predict their binding affinity value. This is MHC class I binding data. (1) The binding affinity (normalized) is 0.0847. The peptide sequence is EIFPNIKIY. The MHC is HLA-A01:01 with pseudo-sequence HLA-A01:01. (2) The peptide sequence is LRNIYETEF. The MHC is HLA-B27:05 with pseudo-sequence HLA-B27:05. The binding affinity (normalized) is 0.339. (3) The peptide sequence is PEDPVEVALY. The MHC is HLA-A01:01 with pseudo-sequence HLA-A01:01. The binding affinity (normalized) is 0.0183. (4) The peptide sequence is KPSKENRLSI. The MHC is HLA-B35:01 with pseudo-sequence HLA-B35:01. The binding affinity (normalized) is 0. (5) The peptide sequence is NHINSELSL. The MHC is HLA-B38:01 with pseudo-sequence HLA-B38:01. The binding affinity (normalized) is 0.518.